Dataset: Full USPTO retrosynthesis dataset with 1.9M reactions from patents (1976-2016). Task: Predict the reactants needed to synthesize the given product. (1) Given the product [Cl:19][CH2:12][C:13]1[N:17]=[C:7]([C:6]2[CH:9]=[CH:10][CH:11]=[C:4]([N+:1]([O-:3])=[O:2])[CH:5]=2)[O:8][C:14]=1[CH3:15], predict the reactants needed to synthesize it. The reactants are: [N+:1]([C:4]1[CH:5]=[C:6]([CH:9]=[CH:10][CH:11]=1)[CH:7]=[O:8])([O-:3])=[O:2].[CH3:12][C:13](=[N:17]O)[C:14](=O)[CH3:15].[ClH:19].C(OCC)(=O)C. (2) Given the product [NH2:10][C:11]1[CH:16]=[CH:15][C:14]([C:17](=[O:18])[C:19]2[CH:20]=[CH:21][C:22]([CH3:25])=[CH:23][CH:24]=2)=[CH:13][C:12]=1[C:8]([C:4]1[CH:5]=[CH:6][CH:7]=[C:2]([Cl:1])[CH:3]=1)=[O:9], predict the reactants needed to synthesize it. The reactants are: [Cl:1][C:2]1[CH:3]=[C:4]([C:8]2[O:9][N:10]=[C:11]3[CH:16]=[CH:15][C:14]([C:17]([C:19]4[CH:24]=[CH:23][C:22]([CH3:25])=[CH:21][CH:20]=4)=[O:18])=[CH:13][C:12]=23)[CH:5]=[CH:6][CH:7]=1. (3) The reactants are: [C:1]([C:9]1[CH:10]=[C:11]([CH:13]=[CH:14][CH:15]=1)[NH2:12])#[C:2][CH2:3][CH2:4][CH2:5][CH2:6][CH2:7][CH3:8].[CH3:16][O-].[Na+].C=O.[BH4-].[Na+]. Given the product [CH3:16][NH:12][C:11]1[CH:13]=[CH:14][CH:15]=[C:9]([C:1]#[C:2][CH2:3][CH2:4][CH2:5][CH2:6][CH2:7][CH3:8])[CH:10]=1, predict the reactants needed to synthesize it. (4) Given the product [Br:9][C:5]1[NH:4][C:3](=[N:15][C:14]2[C:16]([CH:20]([CH3:21])[CH3:22])=[CH:17][CH:18]=[CH:19][C:13]=2[CH:10]([CH3:12])[CH3:11])[CH:8]=[CH:7][CH:6]=1, predict the reactants needed to synthesize it. The reactants are: C([C:3]1[CH:8]=[CH:7][CH:6]=[C:5]([Br:9])[N:4]=1)=O.[CH:10]([C:13]1[CH:19]=[CH:18][CH:17]=[C:16]([CH:20]([CH3:22])[CH3:21])[C:14]=1[NH2:15])([CH3:12])[CH3:11].C1(C)C=CC(S(O)(=O)=O)=CC=1. (5) Given the product [Cl:2][C:3]1[CH:8]=[CH:7][C:6]([CH:9]2[CH:13]([C:14]3[CH:15]=[CH:16][C:17]([Cl:20])=[CH:18][CH:19]=3)[N:12]([C:21]([N:23]3[CH2:28][CH2:27][N:26]([C:29]([N:53]4[CH2:54][CH2:55][NH:50][C:51](=[O:56])[CH2:52]4)=[O:47])[CH2:25][CH2:24]3)=[O:22])[C:11]([C:33]3[CH:38]=[CH:37][C:36]([C:39]([F:42])([F:40])[F:41])=[CH:35][C:34]=3[O:43][CH2:44][CH3:45])=[N:10]2)=[CH:5][CH:4]=1, predict the reactants needed to synthesize it. The reactants are: Cl.[Cl:2][C:3]1[CH:8]=[CH:7][C:6]([CH:9]2[CH:13]([C:14]3[CH:19]=[CH:18][C:17]([Cl:20])=[CH:16][CH:15]=3)[N:12]([C:21]([N:23]3[CH2:28][CH2:27][N:26]([CH2:29]CC#N)[CH2:25][CH2:24]3)=[O:22])[C:11]([C:33]3[CH:38]=[CH:37][C:36]([C:39]([F:42])([F:41])[F:40])=[CH:35][C:34]=3[O:43][CH2:44][CH3:45])=[N:10]2)=[CH:5][CH:4]=1.C(Cl)(Cl)=[O:47].[NH:50]1[CH2:55][CH2:54][NH:53][CH2:52][C:51]1=[O:56].C(N(C(C)C)CC)(C)C. (6) Given the product [C:23]([O:22][C:20]([N:27]1[CH2:32][CH2:31][N:30]([C:9](=[O:11])[CH2:8][O:7][C:6]2[CH:12]=[CH:13][CH:14]=[C:4]([N+:1]([O-:3])=[O:2])[CH:5]=2)[CH2:29][CH2:28]1)=[O:21])([CH3:26])([CH3:24])[CH3:25], predict the reactants needed to synthesize it. The reactants are: [N+:1]([C:4]1[CH:5]=[C:6]([CH:12]=[CH:13][CH:14]=1)[O:7][CH2:8][C:9]([OH:11])=O)([O-:3])=[O:2].[Ar].O=S(Cl)Cl.[C:20]([N:27]1[CH2:32][CH2:31][NH:30][CH2:29][CH2:28]1)([O:22][C:23]([CH3:26])([CH3:25])[CH3:24])=[O:21].C(=O)([O-])[O-].[Na+].[Na+]. (7) Given the product [NH2:1][C:2]1[CH:3]=[CH:4][C:5]([S:12](=[O:24])(=[O:25])[NH:13][C:14]2[CH:15]=[CH:16][C:17]3[CH2:21][O:20][B:19]([OH:22])[C:18]=3[CH:23]=2)=[C:6]([CH2:8][C:9]([NH:32][CH:30]2[CH2:31][C:28]([F:33])([F:27])[CH2:29]2)=[O:11])[CH:7]=1, predict the reactants needed to synthesize it. The reactants are: [NH2:1][C:2]1[CH:3]=[CH:4][C:5]([S:12](=[O:25])(=[O:24])[NH:13][C:14]2[CH:15]=[CH:16][C:17]3[CH2:21][O:20][B:19]([OH:22])[C:18]=3[CH:23]=2)=[C:6]([CH2:8][C:9]([OH:11])=O)[CH:7]=1.Cl.[F:27][C:28]1([F:33])[CH2:31][CH:30]([NH2:32])[CH2:29]1.C1CN([P+](ON2N=NC3C=CC=CC2=3)(N2CCCC2)N2CCCC2)CC1.F[P-](F)(F)(F)(F)F.C(N(CC)CC)C. (8) Given the product [CH2:1]([S:3]([N:6]1[CH2:7][CH2:8][CH:9]([C:12]2[C:20]3[C:15](=[C:16]([C:29]([NH2:31])=[O:30])[CH:17]=[C:18]([C:21]4[CH:26]=[CH:25][CH:24]=[C:23]([CH2:27][NH:32][CH2:33][C@@H:34]([OH:36])[CH3:35])[CH:22]=4)[CH:19]=3)[NH:14][CH:13]=2)[CH2:10][CH2:11]1)(=[O:5])=[O:4])[CH3:2], predict the reactants needed to synthesize it. The reactants are: [CH2:1]([S:3]([N:6]1[CH2:11][CH2:10][CH:9]([C:12]2[C:20]3[C:15](=[C:16]([C:29]([NH2:31])=[O:30])[CH:17]=[C:18]([C:21]4[CH:26]=[CH:25][CH:24]=[C:23]([CH:27]=O)[CH:22]=4)[CH:19]=3)[NH:14][CH:13]=2)[CH2:8][CH2:7]1)(=[O:5])=[O:4])[CH3:2].[NH2:32][CH2:33][C@@H:34]([OH:36])[CH3:35].[BH-](OC(C)=O)(OC(C)=O)OC(C)=O.[Na+]. (9) Given the product [CH2:3]([O:10][CH2:11][C:12]1([O:25][CH3:26])[CH2:17][CH2:16][N:15]([C:18]([O:20][C:21]([CH3:22])([CH3:24])[CH3:23])=[O:19])[CH2:14][CH2:13]1)[C:4]1[CH:9]=[CH:8][CH:7]=[CH:6][CH:5]=1, predict the reactants needed to synthesize it. The reactants are: [H-].[Na+].[CH2:3]([O:10][CH2:11][C:12]1([OH:25])[CH2:17][CH2:16][N:15]([C:18]([O:20][C:21]([CH3:24])([CH3:23])[CH3:22])=[O:19])[CH2:14][CH2:13]1)[C:4]1[CH:9]=[CH:8][CH:7]=[CH:6][CH:5]=1.[CH3:26]I.[Cl-].[NH4+].